From a dataset of Full USPTO retrosynthesis dataset with 1.9M reactions from patents (1976-2016). Predict the reactants needed to synthesize the given product. (1) Given the product [C:41]([O:40][C:38]([N:11]1[CH2:15][C@H:14]([F:16])[C@@H:13]([OH:17])[C@H:12]1[C:18]([OH:20])=[O:19])=[O:39])([CH3:42])([CH3:43])[CH3:44], predict the reactants needed to synthesize it. The reactants are: C(OC([N:11]1[CH2:15][C@H:14]([F:16])[C@@H:13]([OH:17])[C@H:12]1[C:18]([O:20]CC1C=CC=CC=1)=[O:19])=O)C1C=CC=CC=1.[OH-].[Na+].[CH3:42][C:41]([O:40][C:38](O[C:38]([O:40][C:41]([CH3:44])([CH3:43])[CH3:42])=[O:39])=[O:39])([CH3:44])[CH3:43]. (2) Given the product [F:39][C:40]([C:2]1[N:3]([C:11]2[N:19]=[C:18]3[C:14]([N:15]=[C:16]([CH2:21][N:22]4[CH2:27][CH2:26][N:25]([C:28]([CH3:32])([CH3:31])[CH2:29][OH:30])[CH2:24][CH2:23]4)[N:17]3[CH3:20])=[C:13]([N:33]3[CH2:38][CH2:37][O:36][CH2:35][CH2:34]3)[N:12]=2)[C:4]2[CH:9]=[CH:8][CH:7]=[CH:6][C:5]=2[N:1]=1)([F:44])[CH3:41], predict the reactants needed to synthesize it. The reactants are: [N:1]1[C:5]2[CH:6]=[CH:7][CH:8]=[CH:9][C:4]=2[NH:3][CH:2]=1.Cl[C:11]1[N:19]=[C:18]2[C:14]([N:15]=[C:16]([CH2:21][N:22]3[CH2:27][CH2:26][N:25]([C:28]([CH3:32])([CH3:31])[CH2:29][OH:30])[CH2:24][CH2:23]3)[N:17]2[CH3:20])=[C:13]([N:33]2[CH2:38][CH2:37][O:36][CH2:35][CH2:34]2)[N:12]=1.[F:39][CH:40]([F:44])[C:41](O)=O.